From a dataset of NCI-60 drug combinations with 297,098 pairs across 59 cell lines. Regression. Given two drug SMILES strings and cell line genomic features, predict the synergy score measuring deviation from expected non-interaction effect. (1) Drug 1: CC1=C(N=C(N=C1N)C(CC(=O)N)NCC(C(=O)N)N)C(=O)NC(C(C2=CN=CN2)OC3C(C(C(C(O3)CO)O)O)OC4C(C(C(C(O4)CO)O)OC(=O)N)O)C(=O)NC(C)C(C(C)C(=O)NC(C(C)O)C(=O)NCCC5=NC(=CS5)C6=NC(=CS6)C(=O)NCCC[S+](C)C)O. Drug 2: C(CC(=O)O)C(=O)CN.Cl. Cell line: TK-10. Synergy scores: CSS=13.7, Synergy_ZIP=-5.38, Synergy_Bliss=0.474, Synergy_Loewe=-0.390, Synergy_HSA=1.38. (2) Drug 1: CC(C)(C#N)C1=CC(=CC(=C1)CN2C=NC=N2)C(C)(C)C#N. Drug 2: C1=NC2=C(N1)C(=S)N=CN2. Cell line: NCI-H522. Synergy scores: CSS=51.3, Synergy_ZIP=-0.0711, Synergy_Bliss=1.08, Synergy_Loewe=1.44, Synergy_HSA=3.29. (3) Drug 1: C1=CC=C(C=C1)NC(=O)CCCCCCC(=O)NO. Drug 2: CN1C(=O)N2C=NC(=C2N=N1)C(=O)N. Cell line: OVCAR3. Synergy scores: CSS=54.5, Synergy_ZIP=4.27, Synergy_Bliss=5.58, Synergy_Loewe=-65.4, Synergy_HSA=2.16. (4) Drug 1: C1CC(=O)NC(=O)C1N2CC3=C(C2=O)C=CC=C3N. Drug 2: C1CN(P(=O)(OC1)NCCCl)CCCl. Cell line: DU-145. Synergy scores: CSS=2.30, Synergy_ZIP=-0.810, Synergy_Bliss=1.10, Synergy_Loewe=0.135, Synergy_HSA=0.361. (5) Drug 1: CC1=C(C=C(C=C1)C(=O)NC2=CC(=CC(=C2)C(F)(F)F)N3C=C(N=C3)C)NC4=NC=CC(=N4)C5=CN=CC=C5. Drug 2: CC1C(C(CC(O1)OC2CC(CC3=C2C(=C4C(=C3O)C(=O)C5=C(C4=O)C(=CC=C5)OC)O)(C(=O)CO)O)N)O.Cl. Cell line: NCI-H522. Synergy scores: CSS=31.6, Synergy_ZIP=-2.47, Synergy_Bliss=-1.21, Synergy_Loewe=-23.9, Synergy_HSA=-2.95. (6) Drug 2: COC1=C2C(=CC3=C1OC=C3)C=CC(=O)O2. Synergy scores: CSS=1.50, Synergy_ZIP=0.709, Synergy_Bliss=1.95, Synergy_Loewe=0.00316, Synergy_HSA=-0.289. Cell line: NCI-H322M. Drug 1: C1=CC(=CC=C1C#N)C(C2=CC=C(C=C2)C#N)N3C=NC=N3. (7) Drug 2: COC1=CC(=CC(=C1O)OC)C2C3C(COC3=O)C(C4=CC5=C(C=C24)OCO5)OC6C(C(C7C(O6)COC(O7)C8=CC=CS8)O)O. Cell line: TK-10. Drug 1: C1CC(=O)NC(=O)C1N2CC3=C(C2=O)C=CC=C3N. Synergy scores: CSS=24.7, Synergy_ZIP=1.10, Synergy_Bliss=7.40, Synergy_Loewe=-10.3, Synergy_HSA=7.97.